Dataset: Full USPTO retrosynthesis dataset with 1.9M reactions from patents (1976-2016). Task: Predict the reactants needed to synthesize the given product. (1) Given the product [NH2:1][C:2](=[O:33])[C@@H:3]([NH:5][C:6]1[N:7]=[C:8]([C:15]2[CH:16]=[CH:17][C:18]([O:25][C:26]3[CH:27]=[CH:28][C:29]([F:32])=[CH:30][CH:31]=3)=[C:19]([CH2:20][OH:21])[CH:24]=2)[N:9]=[C:10]([C:12]([NH2:13])=[O:14])[CH:11]=1)[CH3:4], predict the reactants needed to synthesize it. The reactants are: [NH2:1][C:2](=[O:33])[C@@H:3]([NH:5][C:6]1[CH:11]=[C:10]([C:12](=[O:14])[NH2:13])[N:9]=[C:8]([C:15]2[CH:16]=[CH:17][C:18]([O:25][C:26]3[CH:31]=[CH:30][C:29]([F:32])=[CH:28][CH:27]=3)=[C:19]([CH:24]=2)[C:20](OC)=[O:21])[N:7]=1)[CH3:4].[BH4-].[Na+]. (2) Given the product [Br:18][C:15]1[S:14][C:13]([C:10]([OH:12])([CH3:11])[CH2:9][O:8][Si:1]([C:4]([CH3:5])([CH3:6])[CH3:7])([CH3:2])[CH3:3])=[N:17][CH:16]=1, predict the reactants needed to synthesize it. The reactants are: [Si:1]([O:8][CH2:9][C:10]([C:13]1[S:14][CH:15]=[CH:16][N:17]=1)([OH:12])[CH3:11])([C:4]([CH3:7])([CH3:6])[CH3:5])([CH3:3])[CH3:2].[Br:18]N1C(=O)CCC1=O.O. (3) Given the product [CH3:11][C:10]([CH2:12][C:13]([CH3:16])([CH3:15])[CH3:14])=[CH2:9].[C:17]([O:21][CH2:22][CH2:23][CH2:24][OH:25])(=[O:20])[CH:18]=[CH2:19].[C:26]([O:31][CH2:32][CH2:33][CH2:34][CH3:35])(=[O:30])[C:27]([CH3:29])=[CH2:28].[CH2:1]=[CH:2][C:3]1[CH:8]=[CH:7][CH:6]=[CH:5][CH:4]=1.[C:36]([OH:40])(=[O:39])[CH:37]=[CH2:38].[C:41]([O:45][CH2:46][CH2:47][CH2:48][CH3:49])(=[O:44])[CH:42]=[CH2:43], predict the reactants needed to synthesize it. The reactants are: [CH2:1]=[CH:2][C:3]1[CH:8]=[CH:7][CH:6]=[CH:5][CH:4]=1.[CH3:9][C:10]([CH2:12][C:13]([CH3:16])([CH3:15])[CH3:14])=[CH2:11].[C:17]([O:21][CH2:22][CH2:23][CH2:24][OH:25])(=[O:20])[CH:18]=[CH2:19].[C:26]([O:31][CH2:32][CH2:33][CH2:34][CH3:35])(=[O:30])[C:27]([CH3:29])=[CH2:28].[C:36]([OH:40])(=[O:39])[CH:37]=[CH2:38].[C:41]([O:45][CH2:46][CH2:47][CH2:48][CH3:49])(=[O:44])[CH:42]=[CH2:43]. (4) The reactants are: [Si]([O:8][CH2:9][C:10]1[CH:11]=[C:12]([C:16]([C:18]2[C:19]([NH:24][C@H:25]3[CH2:29][C@H:28]([O:30][Si](C(C)C)(C(C)C)C(C)C)[C@@H:27]([CH2:41][OH:42])[CH2:26]3)=[N:20][CH:21]=[N:22][CH:23]=2)=[O:17])[S:13][C:14]=1[Cl:15])(C(C)(C)C)(C)C.Cl[S:44]([NH2:47])(=[O:46])=[O:45].C1COCC1.Cl. Given the product [S:44](=[O:46])(=[O:45])([O:42][CH2:41][C@H:27]1[CH2:26][C@@H:25]([NH:24][C:19]2[C:18]([C:16]([C:12]3[S:13][C:14]([Cl:15])=[C:10]([CH2:9][OH:8])[CH:11]=3)=[O:17])=[CH:23][N:22]=[CH:21][N:20]=2)[CH2:29][C@@H:28]1[OH:30])[NH2:47], predict the reactants needed to synthesize it.